Dataset: Full USPTO retrosynthesis dataset with 1.9M reactions from patents (1976-2016). Task: Predict the reactants needed to synthesize the given product. (1) Given the product [C:27]([O:31][C:32]([N:34]1[CH2:39][CH2:38][CH:37]([NH:1][C@@H:2]2[CH2:7][CH2:6][CH2:5][CH2:4][C@@H:3]2[NH:8][C:9](=[O:26])[C:10]2[C:15]([C:16]([F:19])([F:18])[F:17])=[CH:14][C:13]([C:20]([F:21])([F:22])[F:23])=[CH:12][C:11]=2[O:24][CH3:25])[CH2:36][CH2:35]1)=[O:33])([CH3:30])([CH3:28])[CH3:29], predict the reactants needed to synthesize it. The reactants are: [NH2:1][C@H:2]1[CH2:7][CH2:6][CH2:5][CH2:4][C@H:3]1[NH:8][C:9](=[O:26])[C:10]1[C:15]([C:16]([F:19])([F:18])[F:17])=[CH:14][C:13]([C:20]([F:23])([F:22])[F:21])=[CH:12][C:11]=1[O:24][CH3:25].[C:27]([O:31][C:32]([N:34]1[CH2:39][CH2:38][C:37](=O)[CH2:36][CH2:35]1)=[O:33])([CH3:30])([CH3:29])[CH3:28]. (2) Given the product [C:9]([C:8]1[CH:7]=[C:6]([CH:13]=[CH:12][CH:11]=1)[CH2:5][N:4]([CH:1]([CH3:3])[CH3:2])[CH2:16][CH2:15][C:14]([O:18][C:19]([CH3:22])([CH3:21])[CH3:20])=[O:17])#[N:10], predict the reactants needed to synthesize it. The reactants are: [CH:1]([NH:4][CH2:5][C:6]1[CH:7]=[C:8]([CH:11]=[CH:12][CH:13]=1)[C:9]#[N:10])([CH3:3])[CH3:2].[C:14]([O:18][C:19]([CH3:22])([CH3:21])[CH3:20])(=[O:17])[CH:15]=[CH2:16].C1CCN2C(=NCCC2)CC1. (3) Given the product [CH:20]1([N:15]([CH2:16][CH:17]([CH3:19])[CH3:18])[C:3]2[C:2]([NH:1][C:33]([NH:32][C:29]3[CH:28]=[C:27]([CH3:26])[O:31][N:30]=3)=[O:34])=[CH:7][C:6]([C@H:8]3[CH2:10][C@H:9]3[C:11]([OH:13])=[O:12])=[C:5]([F:14])[CH:4]=2)[CH2:21][CH2:22][CH2:23][CH2:24][CH2:25]1, predict the reactants needed to synthesize it. The reactants are: [NH2:1][C:2]1[C:3]([N:15]([CH:20]2[CH2:25][CH2:24][CH2:23][CH2:22][CH2:21]2)[CH2:16][CH:17]([CH3:19])[CH3:18])=[CH:4][C:5]([F:14])=[C:6]([C@H:8]2[CH2:10][C@H:9]2[C:11]([OH:13])=[O:12])[CH:7]=1.[CH3:26][C:27]1[O:31][N:30]=[C:29]([NH:32][C:33](=O)[O:34]C2C=CC([N+]([O-])=O)=CC=2)[CH:28]=1. (4) Given the product [CH3:1][O:2][C:3](=[O:19])[CH:4]([C:13]1[CH:18]=[CH:17][CH:16]=[CH:15][CH:14]=1)[CH2:5][C:6]1[CH:11]=[CH:10][C:9]([S:22]([C:21]([F:34])([F:33])[F:20])(=[O:24])=[O:23])=[CH:8][CH:7]=1, predict the reactants needed to synthesize it. The reactants are: [CH3:1][O:2][C:3](=[O:19])[CH:4]([C:13]1[CH:18]=[CH:17][CH:16]=[CH:15][CH:14]=1)[CH2:5][C:6]1[CH:11]=[CH:10][C:9](O)=[CH:8][CH:7]=1.[F:20][C:21]([F:34])([F:33])[S:22](O[S:22]([C:21]([F:34])([F:33])[F:20])(=[O:24])=[O:23])(=[O:24])=[O:23]. (5) The reactants are: Br[CH2:2][CH2:3][CH2:4][CH2:5][O:6][C:7]1[CH:12]=[CH:11][N:10]2[N:13]=[CH:14][CH:15]=[C:9]2[CH:8]=1.[CH3:16][O:17][C:18]1[CH:23]=[CH:22][CH:21]=[CH:20][C:19]=1[N:24]1[CH2:30][CH2:29][CH2:28][NH:27][CH2:26][CH2:25]1. Given the product [CH3:16][O:17][C:18]1[CH:23]=[CH:22][CH:21]=[CH:20][C:19]=1[N:24]1[CH2:30][CH2:29][CH2:28][N:27]([CH2:2][CH2:3][CH2:4][CH2:5][O:6][C:7]2[CH:12]=[CH:11][N:10]3[N:13]=[CH:14][CH:15]=[C:9]3[CH:8]=2)[CH2:26][CH2:25]1, predict the reactants needed to synthesize it. (6) Given the product [Br:1][C:2]1[CH:9]=[CH:8][C:5]([CH:6]=[C:18]([C:12]2[CH:13]=[CH:14][C:15]([Cl:17])=[CH:16][C:11]=2[Cl:10])[C:19]([OH:21])=[O:20])=[CH:4][CH:3]=1, predict the reactants needed to synthesize it. The reactants are: [Br:1][C:2]1[CH:9]=[CH:8][C:5]([CH:6]=O)=[CH:4][CH:3]=1.[Cl:10][C:11]1[CH:16]=[C:15]([Cl:17])[CH:14]=[CH:13][C:12]=1[CH2:18][C:19]([OH:21])=[O:20].C(OC(=O)C)(=O)C.C(N(CC)CC)C. (7) The reactants are: [O:1]=[C:2]1[NH:7][C:6]2[CH:8]=[C:9]([CH:12]=[O:13])[CH:10]=[CH:11][C:5]=2[O:4][CH2:3]1.[NH2:14][CH2:15][C:16]1[CH:23]=[CH:22][C:19]([C:20]#[N:21])=[CH:18][CH:17]=1.[CH3:24]O.[O:26]1CCOC[CH2:27]1. Given the product [C:20]([C:19]1[CH:22]=[CH:23][C:16]([CH2:15][NH:14][C:27](=[O:26])[CH:12]([O:13][CH3:24])[C:9]2[CH:10]=[CH:11][C:5]3[O:4][CH2:3][C:2](=[O:1])[NH:7][C:6]=3[CH:8]=2)=[CH:17][CH:18]=1)#[N:21], predict the reactants needed to synthesize it.